From a dataset of Full USPTO retrosynthesis dataset with 1.9M reactions from patents (1976-2016). Predict the reactants needed to synthesize the given product. (1) Given the product [NH2:1][C:2]1[C:7]([CH:8]=[O:11])=[CH:6][N:5]=[C:4]([CH3:10])[N:3]=1, predict the reactants needed to synthesize it. The reactants are: [NH2:1][C:2]1[C:7]([C:8]#N)=[CH:6][N:5]=[C:4]([CH3:10])[N:3]=1.[OH2:11]. (2) Given the product [CH3:37][S:34]([N:31]1[CH2:30][CH2:29][N:28]([C:26]([C:21]2[NH:22][C:23]3[C:19]([CH:20]=2)=[CH:18][C:17]([C:15]([N:11]2[CH2:12][CH2:13][CH2:14][N:8]([CH:41]4[CH2:42][CH2:43][O:38][CH2:39][CH2:40]4)[CH2:9][CH2:10]2)=[O:16])=[CH:25][CH:24]=3)=[O:27])[CH2:33][CH2:32]1)(=[O:36])=[O:35], predict the reactants needed to synthesize it. The reactants are: C(OC([N:8]1[CH2:14][CH2:13][CH2:12][N:11]([C:15]([C:17]2[CH:18]=[C:19]3[C:23](=[CH:24][CH:25]=2)[NH:22][C:21]([C:26]([N:28]2[CH2:33][CH2:32][N:31]([S:34]([CH3:37])(=[O:36])=[O:35])[CH2:30][CH2:29]2)=[O:27])=[CH:20]3)=[O:16])[CH2:10][CH2:9]1)=O)(C)(C)C.[O:38]1[CH2:43][CH2:42][C:41](=O)[CH2:40][CH2:39]1. (3) Given the product [CH3:1][C:2]1([CH3:11])[CH2:7][CH:6]([N:8]2[C:15](=[O:16])[C:14]3[C:13](=[CH:21][CH:20]=[CH:19][CH:18]=3)[C:12]2=[O:17])[CH2:5][C:4]([CH3:10])([CH3:9])[NH:3]1, predict the reactants needed to synthesize it. The reactants are: [CH3:1][C:2]1([CH3:11])[CH2:7][CH:6]([NH2:8])[CH2:5][C:4]([CH3:10])([CH3:9])[NH:3]1.[C:12]1(=O)[O:17][C:15](=[O:16])[C:14]2=[CH:18][CH:19]=[CH:20][CH:21]=[C:13]12. (4) Given the product [C:1]1([CH2:7][CH2:8][O:9][C@H:10]2[CH2:15][CH2:14][C@H:13]([NH2:16])[CH2:12][CH2:11]2)[CH:2]=[CH:3][CH:4]=[CH:5][CH:6]=1, predict the reactants needed to synthesize it. The reactants are: [C:1]1([CH2:7][CH2:8][O:9][C@H:10]2[CH2:15][CH2:14][C@H:13]([N:16]3C(=O)C4C(=CC=CC=4)C3=O)[CH2:12][CH2:11]2)[CH:6]=[CH:5][CH:4]=[CH:3][CH:2]=1.O.NN.Cl.